Predict which catalyst facilitates the given reaction. From a dataset of Catalyst prediction with 721,799 reactions and 888 catalyst types from USPTO. (1) Reactant: [CH3:1][C:2]1[C:6]([C:7]2[N:11]([C:12]3[CH:17]=[CH:16][C:15]([O:18]C)=[CH:14][CH:13]=3)[C:10]3[CH:20]=[CH:21][CH:22]=[CH:23][C:9]=3[N:8]=2)=[C:5]([CH3:24])[O:4][N:3]=1.B(Br)(Br)Br.CO.CCOC(C)=O. Product: [CH3:1][C:2]1[C:6]([C:7]2[N:11]([C:12]3[CH:13]=[CH:14][C:15]([OH:18])=[CH:16][CH:17]=3)[C:10]3[CH:20]=[CH:21][CH:22]=[CH:23][C:9]=3[N:8]=2)=[C:5]([CH3:24])[O:4][N:3]=1. The catalyst class is: 2. (2) Reactant: C(C1C=CC(C(Cl)=O)=CC=1)CC.[CH3:13][O:14][C:15]1[CH:16]=[C:17]2[C:22](=[CH:23][C:24]=1[O:25][CH3:26])[N:21]=[CH:20][CH:19]=[C:18]2[O:27][C:28]1[CH:34]=[CH:33][C:31]([NH2:32])=[CH:30][C:29]=1[F:35].[CH2:36]([C:39]1[CH:44]=[CH:43][C:42]([C:45]([N:47]=[C:48]=[S:49])=[O:46])=[CH:41][CH:40]=1)[CH2:37][CH3:38]. Product: [CH2:36]([C:39]1[CH:44]=[CH:43][C:42]([C:45]([N:47]=[C:48]=[S:49])=[O:46])=[CH:41][CH:40]=1)[CH2:37][CH3:38].[CH3:13][O:14][C:15]1[CH:16]=[C:17]2[C:22](=[CH:23][C:24]=1[O:25][CH3:26])[N:21]=[CH:20][CH:19]=[C:18]2[O:27][C:28]1[CH:34]=[CH:33][C:31]([NH:32][C:48]([NH:47][C:45](=[O:46])[C:42]2[CH:43]=[CH:44][C:39]([CH2:36][CH2:37][CH3:38])=[CH:40][CH:41]=2)=[S:49])=[CH:30][C:29]=1[F:35]. The catalyst class is: 234. (3) Reactant: [F:1][C:2]([F:16])([F:15])[C:3]([NH:5][CH2:6][C:7]1[CH:12]=[CH:11][C:10]([CH2:13][OH:14])=[CH:9][CH:8]=1)=[O:4].[H-].[Na+].[NH2:19][C:20]1[N:25]=[C:24](Cl)[CH:23]=[C:22]([CH3:27])[N:21]=1.O. Product: [NH2:19][C:20]1[N:21]=[C:22]([CH3:27])[CH:23]=[C:24]([O:14][CH2:13][C:10]2[CH:11]=[CH:12][C:7]([CH2:6][NH:5][C:3](=[O:4])[C:2]([F:15])([F:16])[F:1])=[CH:8][CH:9]=2)[N:25]=1. The catalyst class is: 44.